This data is from Peptide-MHC class I binding affinity with 185,985 pairs from IEDB/IMGT. The task is: Regression. Given a peptide amino acid sequence and an MHC pseudo amino acid sequence, predict their binding affinity value. This is MHC class I binding data. (1) The peptide sequence is ISQHQHLAI. The MHC is HLA-A32:01 with pseudo-sequence HLA-A32:01. The binding affinity (normalized) is 0.567. (2) The peptide sequence is DRYRRIHSL. The MHC is HLA-A03:01 with pseudo-sequence HLA-A03:01. The binding affinity (normalized) is 0. (3) The peptide sequence is RDNRRGLRM. The MHC is Mamu-B03 with pseudo-sequence Mamu-B03. The binding affinity (normalized) is 0.134. (4) The peptide sequence is FLKDVMESM. The MHC is HLA-B44:02 with pseudo-sequence HLA-B44:02. The binding affinity (normalized) is 0.0847. (5) The peptide sequence is KMKKKTWLV. The MHC is HLA-A30:01 with pseudo-sequence HLA-A30:01. The binding affinity (normalized) is 0.737. (6) The peptide sequence is TVFCFFNYI. The MHC is HLA-A02:19 with pseudo-sequence HLA-A02:19. The binding affinity (normalized) is 0.0847. (7) The peptide sequence is RKHGGMLVR. The MHC is HLA-B27:05 with pseudo-sequence HLA-B27:05. The binding affinity (normalized) is 0.459. (8) The MHC is H-2-Kb with pseudo-sequence H-2-Kb. The binding affinity (normalized) is 0.0553. The peptide sequence is TFDHTLMS.